Dataset: Reaction yield outcomes from USPTO patents with 853,638 reactions. Task: Predict the reaction yield, written as a fraction of the theoretical maximum amount of product (1.0 means a 100% yield; for example, 0.34 means a 34% yield). (1) The reactants are [CH3:1][O:2][C:3]([C:5]1[S:9][C:8]2[C:10]([N+:14]([O-])=O)=[CH:11][CH:12]=[CH:13][C:7]=2[CH:6]=1)=[O:4]. The catalyst is C(O)(=O)C.Cl. The product is [CH3:1][O:2][C:3]([C:5]1[S:9][C:8]2[C:10]([NH2:14])=[CH:11][CH:12]=[CH:13][C:7]=2[CH:6]=1)=[O:4]. The yield is 1.00. (2) The reactants are [Cl-].O[NH3+:3].[C:4](=[O:7])([O-])[OH:5].[Na+].CS(C)=O.[OH:13][C:14]([C:17]1[CH:22]=[CH:21][C:20]([N:23]2[C:28](=[O:29])[C:27]([CH2:30][C:31]3[CH:36]=[CH:35][C:34]([C:37]4[C:38]([C:43]#[N:44])=[CH:39][CH:40]=[CH:41][CH:42]=4)=[CH:33][CH:32]=3)=[C:26]([CH2:45][CH2:46][CH3:47])[N:25]3[N:48]=[CH:49][N:50]=[C:24]23)=[CH:19][CH:18]=1)([CH3:16])[CH3:15]. The catalyst is C(OCC)(=O)C. The product is [OH:13][C:14]([C:17]1[CH:22]=[CH:21][C:20]([N:23]2[C:28](=[O:29])[C:27]([CH2:30][C:31]3[CH:36]=[CH:35][C:34]([C:37]4[CH:42]=[CH:41][CH:40]=[CH:39][C:38]=4[C:43]4[NH:3][C:4](=[O:7])[O:5][N:44]=4)=[CH:33][CH:32]=3)=[C:26]([CH2:45][CH2:46][CH3:47])[N:25]3[N:48]=[CH:49][N:50]=[C:24]23)=[CH:19][CH:18]=1)([CH3:16])[CH3:15]. The yield is 0.240. (3) The reactants are [CH2:1]([NH:3][C:4](=[O:38])[NH:5][C:6]1[S:7][C:8]2[C:14]([C:15]3[CH:20]=[CH:19][CH:18]=[CH:17][N:16]=3)=[CH:13][C:12]([C:21]3[CH:30]=[N:29][C:28]4[NH:27][C:26](=[O:31])[C:25]([CH3:37])([C:32]([O:34]CC)=[O:33])[O:24][C:23]=4[CH:22]=3)=[CH:11][C:9]=2[N:10]=1)[CH3:2].[Li+].[OH-]. The catalyst is C1COCC1. The product is [CH2:1]([NH:3][C:4]([NH:5][C:6]1[S:7][C:8]2[C:14]([C:15]3[CH:20]=[CH:19][CH:18]=[CH:17][N:16]=3)=[CH:13][C:12]([C:21]3[CH:30]=[N:29][C:28]4[NH:27][C:26](=[O:31])[C:25]([CH3:37])([C:32]([OH:34])=[O:33])[O:24][C:23]=4[CH:22]=3)=[CH:11][C:9]=2[N:10]=1)=[O:38])[CH3:2]. The yield is 0.630. (4) The reactants are [NH2:1][C@H:2]1[CH2:7][CH2:6][C@H:5]([NH:8][C:9]2[CH:14]=[C:13]([NH:15][CH2:16][C:17]3[CH:22]=[CH:21][CH:20]=[C:19]([Cl:23])[CH:18]=3)[N:12]3[N:24]=[CH:25][CH:26]=[C:11]3[N:10]=2)[CH2:4][CH2:3]1.[I:27]Cl. The catalyst is C(Cl)Cl. The product is [NH2:1][C@H:2]1[CH2:7][CH2:6][C@H:5]([NH:8][C:9]2[CH:14]=[C:13]([NH:15][CH2:16][C:17]3[CH:22]=[CH:21][CH:20]=[C:19]([Cl:23])[CH:18]=3)[N:12]3[N:24]=[CH:25][C:26]([I:27])=[C:11]3[N:10]=2)[CH2:4][CH2:3]1. The yield is 0.410. (5) The reactants are [NH2:1][CH2:2][CH:3]1[CH2:8][CH2:7][CH:6]([CH2:9][NH2:10])[CH2:5][CH2:4]1.[OH2:11].[C:12](Cl)(Cl)=[O:13].Cl[C:17]1C=CC=CC=1Cl. No catalyst specified. The product is [N:1]([CH2:2][CH:3]1[CH2:8][CH2:7][CH:6]([CH2:9][N:10]=[C:12]=[O:13])[CH2:5][CH2:4]1)=[C:17]=[O:11]. The yield is 0.900. (6) The reactants are S(=O)(=O)(O)[OH:2].[CH3:6][O:7][C:8]1[CH:13]=[CH:12][CH:11]=[C:10]([N+:14]([O-:16])=[O:15])[C:9]=1[CH2:17][C:18]#N.[CH2:20]([OH:22])[CH3:21]. No catalyst specified. The product is [CH2:20]([O:22][C:18](=[O:2])[CH2:17][C:9]1[C:10]([N+:14]([O-:16])=[O:15])=[CH:11][CH:12]=[CH:13][C:8]=1[O:7][CH3:6])[CH3:21]. The yield is 0.720. (7) The reactants are [NH2:1][CH2:2][CH2:3][CH:4]([C:6]1[N:7]=[C:8]([C:11]2[CH:16]=[CH:15][C:14]([F:17])=[CH:13][CH:12]=2)[O:9][CH:10]=1)[OH:5].[C:18]([CH2:20][CH2:21][C:22](O)=[O:23])#[N:19]. No catalyst specified. The product is [C:18]([CH2:20][CH2:21][C:22]([NH:1][CH2:2][CH2:3][CH:4]([C:6]1[N:7]=[C:8]([C:11]2[CH:16]=[CH:15][C:14]([F:17])=[CH:13][CH:12]=2)[O:9][CH:10]=1)[OH:5])=[O:23])#[N:19]. The yield is 0.560. (8) The reactants are [OH:1][CH2:2][C:3]([O:5][CH2:6][C:7]1[CH:12]=[CH:11][CH:10]=[CH:9][CH:8]=1)=[O:4].[CH3:13][O:14][C:15]1[CH:16]=[C:17]([S:23](Cl)(=[O:25])=[O:24])[CH:18]=[CH:19][C:20]=1[O:21][CH3:22]. The catalyst is C(Cl)Cl.Cl. The product is [CH3:13][O:14][C:15]1[CH:16]=[C:17]([S:23]([O:1][CH2:2][C:3]([O:5][CH2:6][C:7]2[CH:12]=[CH:11][CH:10]=[CH:9][CH:8]=2)=[O:4])(=[O:24])=[O:25])[CH:18]=[CH:19][C:20]=1[O:21][CH3:22]. The yield is 0.860. (9) The reactants are [Cl:1][C:2]1[N:3]=[C:4]([O:20][C:21]2[CH:26]=[CH:25][CH:24]=[C:23]([N+:27]([O-:29])=[O:28])[CH:22]=2)[C:5]2[C:10](I)=[CH:9][N:8]([CH2:12][O:13][CH2:14][CH2:15][Si:16]([CH3:19])([CH3:18])[CH3:17])[C:6]=2[N:7]=1.[N:30]1[CH:35]=[CH:34][CH:33]=[C:32](B(O)O)[CH:31]=1.O1CCOCC1.C([O-])([O-])=O.[Na+].[Na+]. The yield is 0.880. The catalyst is C(OCC)(=O)C.O.Cl[Pd](Cl)([P](C1C=CC=CC=1)(C1C=CC=CC=1)C1C=CC=CC=1)[P](C1C=CC=CC=1)(C1C=CC=CC=1)C1C=CC=CC=1. The product is [Cl:1][C:2]1[N:3]=[C:4]([O:20][C:21]2[CH:26]=[CH:25][CH:24]=[C:23]([N+:27]([O-:29])=[O:28])[CH:22]=2)[C:5]2[C:10]([C:32]3[CH:31]=[N:30][CH:35]=[CH:34][CH:33]=3)=[CH:9][N:8]([CH2:12][O:13][CH2:14][CH2:15][Si:16]([CH3:19])([CH3:18])[CH3:17])[C:6]=2[N:7]=1.